Dataset: Forward reaction prediction with 1.9M reactions from USPTO patents (1976-2016). Task: Predict the product of the given reaction. (1) The product is: [CH2:21]1[C@H:20]2[CH2:24][O:25][C:3]3[CH:2]=[CH:16][C:6]([C:5]([O:11][CH3:10])=[O:29])=[CH:7][C:23]=3[C:22](=[O:26])[N:19]2[CH2:17][CH2:18]1. Given the reactants Br[C:2]1[CH:3]=C[C:5]2[O:11][CH2:10][C@@H]3CCCN3[C:7](=O)[C:6]=2[CH:16]=1.[CH2:17]([N:19]([CH2:22][CH3:23])[CH2:20][CH3:21])[CH3:18].[CH3:24][OH:25].[OH2:26].CS(C)=[O:29], predict the reaction product. (2) Given the reactants [NH2:1][C:2]1[S:6][C:5]2[CH2:7][CH2:8][CH2:9][CH2:10][C:4]=2[C:3]=1[C:11]#[N:12].[CH:13](O)=O.Cl.[OH2:17], predict the reaction product. The product is: [N:1]1[C:2]2[S:6][C:5]3[CH2:7][CH2:8][CH2:9][CH2:10][C:4]=3[C:3]=2[C:11](=[O:17])[NH:12][CH:13]=1. (3) Given the reactants [CH2:1]([O:3][C:4]1[C:5]([O:17][CH2:18][CH2:19][OH:20])=[CH:6][C:7]([F:16])=[C:8]([CH:10]([O:14][CH3:15])[C:11]([OH:13])=O)[CH:9]=1)[CH3:2].[NH2:21][CH2:22][C:23]1[CH:30]=[CH:29][C:26]([C:27]#[N:28])=[CH:25][CH:24]=1, predict the reaction product. The product is: [C:22]([C:23]1[CH:30]=[CH:29][C:26]([CH2:27][NH:28][C:11](=[O:13])[CH:10]([C:8]2[CH:9]=[C:4]([O:3][CH2:1][CH3:2])[C:5]([O:17][CH2:18][CH2:19][OH:20])=[CH:6][C:7]=2[F:16])[O:14][CH3:15])=[CH:25][CH:24]=1)#[N:21]. (4) The product is: [Cl:33][C:30]1[CH:31]=[CH:32][C:27]([C:19]([C:21]2[N:25]([CH3:26])[CH:24]=[N:23][CH:22]=2)([C:7]2[CH:8]=[C:9]3[C:4](=[CH:5][CH:6]=2)[N:3]=[C:2]([NH:34][CH2:35][CH2:36][OH:37])[CH:11]=[C:10]3[C:12]2[CH:17]=[CH:16][CH:15]=[C:14]([CH3:18])[CH:13]=2)[OH:20])=[CH:28][CH:29]=1. Given the reactants Cl[C:2]1[CH:11]=[C:10]([C:12]2[CH:17]=[CH:16][CH:15]=[C:14]([CH3:18])[CH:13]=2)[C:9]2[C:4](=[CH:5][CH:6]=[C:7]([C:19]([C:27]3[CH:32]=[CH:31][C:30]([Cl:33])=[CH:29][CH:28]=3)([C:21]3[N:25]([CH3:26])[CH:24]=[N:23][CH:22]=3)[OH:20])[CH:8]=2)[N:3]=1.[NH2:34][CH2:35][CH2:36][OH:37], predict the reaction product. (5) The product is: [CH3:43][N:44]1[CH2:49][CH2:48][CH:47]([CH2:50][O:36][C:35](=[O:37])[C:34]2[CH:38]=[CH:39][C:31]([NH:30][C:28]([C@H:9]3[C@H:8]([C:4]4[CH:5]=[CH:6][CH:7]=[C:2]([Cl:1])[C:3]=4[F:42])[C@:12]([C:15]4[CH:20]=[CH:19][C:18]([Cl:21])=[CH:17][C:16]=4[F:22])([C:13]#[N:14])[C@H:11]([CH2:23][C:24]([CH3:26])([CH3:27])[CH3:25])[NH:10]3)=[O:29])=[C:32]([O:40][CH3:41])[CH:33]=2)[CH2:46][CH2:45]1. Given the reactants [Cl:1][C:2]1[C:3]([F:42])=[C:4]([C@@H:8]2[C@:12]([C:15]3[CH:20]=[CH:19][C:18]([Cl:21])=[CH:17][C:16]=3[F:22])([C:13]#[N:14])[C@H:11]([CH2:23][C:24]([CH3:27])([CH3:26])[CH3:25])[NH:10][C@H:9]2[C:28]([NH:30][C:31]2[CH:39]=[CH:38][C:34]([C:35]([OH:37])=[O:36])=[CH:33][C:32]=2[O:40][CH3:41])=[O:29])[CH:5]=[CH:6][CH:7]=1.[CH3:43][N:44]1[CH2:49][CH2:48][CH:47]([CH2:50]O)[CH2:46][CH2:45]1, predict the reaction product. (6) Given the reactants C([O:3][C:4](=[O:22])[CH2:5][O:6][C:7]1[CH:12]=[CH:11][C:10]([Br:13])=[CH:9][C:8]=1[CH2:14][NH:15][CH2:16][C:17]([O:19]CC)=O)C.[CH2:23]([N:31]=[C:32]=[O:33])[CH2:24][C:25]1[CH:30]=[CH:29][CH:28]=[CH:27][CH:26]=1, predict the reaction product. The product is: [Br:13][C:10]1[CH:11]=[CH:12][C:7]([O:6][CH2:5][C:4]([OH:3])=[O:22])=[C:8]([CH2:14][N:15]2[CH2:16][C:17](=[O:19])[N:31]([CH2:23][CH2:24][C:25]3[CH:30]=[CH:29][CH:28]=[CH:27][CH:26]=3)[C:32]2=[O:33])[CH:9]=1. (7) Given the reactants N1C(Cl)=NC(Cl)=NC=1Cl.CN1CCOCC1.[Cl:17][C:18]1[S:22][C:21]([C:23]([NH:25][C@H:26]2[CH2:30][N:29]([CH2:31][C:32](=[O:48])[NH:33][C:34]3[CH:39]=[CH:38][C:37]([N:40]4[CH:45]=[CH:44][CH:43]=[CH:42][C:41]4=[O:46])=[CH:36][C:35]=3[F:47])[C@H:28]([C:49](O)=[O:50])[CH2:27]2)=[O:24])=[CH:20][CH:19]=1, predict the reaction product. The product is: [F:47][C:35]1[CH:36]=[C:37]([N:40]2[CH:45]=[CH:44][CH:43]=[CH:42][C:41]2=[O:46])[CH:38]=[CH:39][C:34]=1[NH:33][C:32]([CH2:31][N:29]1[C@H:28]([CH2:49][OH:50])[CH2:27][C@@H:26]([NH:25][C:23]([C:21]2[S:22][C:18]([Cl:17])=[CH:19][CH:20]=2)=[O:24])[CH2:30]1)=[O:48]. (8) Given the reactants [CH2:1]([C:5]1[C:14]2[CH2:15][C@H:16]([CH3:19])[O:17][CH2:18][C:13]=2[C:12]2[CH2:11][N:10]([CH2:20][C:21]3[CH:26]=[CH:25][C:24]([O:27][CH3:28])=[CH:23][CH:22]=3)[CH2:9][CH2:8][C:7]=2[N:6]=1)[CH2:2][CH2:3][CH3:4].[CH3:29][O:30]C1C=C(C=CC=1OC)C=O.[BH3-]C#N.[Na+], predict the reaction product. The product is: [CH2:1]([C:5]1[C:14]2[CH2:15][C@H:16]([CH3:19])[O:17][CH2:18][C:13]=2[C:12]2[CH2:11][N:10]([CH2:20][C:21]3[CH:26]=[CH:25][C:24]([O:27][CH3:28])=[C:23]([O:30][CH3:29])[CH:22]=3)[CH2:9][CH2:8][C:7]=2[N:6]=1)[CH2:2][CH2:3][CH3:4].